From a dataset of Reaction yield outcomes from USPTO patents with 853,638 reactions. Predict the reaction yield, written as a fraction of the theoretical maximum amount of product (1.0 means a 100% yield; for example, 0.34 means a 34% yield). (1) The reactants are [Cl:1][C:2]1[CH:3]=[CH:4][C:5]2[N:6]([C:8]([CH3:19])=[C:9]([NH:11][C:12](=[O:18])[O:13][C:14]([CH3:17])([CH3:16])[CH3:15])[N:10]=2)[CH:7]=1.[H-].[Na+].[C:22]1([S:28](Cl)(=[O:30])=[O:29])[CH:27]=[CH:26][CH:25]=[CH:24][CH:23]=1. The catalyst is CN(C=O)C. The product is [C:14]([O:13][C:12]([N:11]([C:9]1[N:10]=[C:5]2[CH:4]=[CH:3][C:2]([Cl:1])=[CH:7][N:6]2[C:8]=1[CH3:19])[S:28]([C:22]1[CH:27]=[CH:26][C:25]([C:12]([O:13][CH3:14])=[O:18])=[CH:24][CH:23]=1)(=[O:30])=[O:29])=[O:18])([CH3:15])([CH3:16])[CH3:17]. The yield is 0.860. (2) The reactants are [CH:1]([N:4]1[CH2:9][CH2:8][CH:7]([O:10][C:11]2[CH:19]=[CH:18][C:17]3[N:16]4[CH2:20][CH2:21][NH:22][C:23](=[O:24])[C:15]4=[CH:14][C:13]=3[CH:12]=2)[CH2:6][CH2:5]1)([CH3:3])[CH3:2].[H-].[Na+].[CH2:27](Br)[C:28]1[CH:33]=[CH:32][CH:31]=[CH:30][CH:29]=1. No catalyst specified. The product is [CH2:27]([N:22]1[CH2:21][CH2:20][N:16]2[C:17]3[CH:18]=[CH:19][C:11]([O:10][CH:7]4[CH2:8][CH2:9][N:4]([CH:1]([CH3:3])[CH3:2])[CH2:5][CH2:6]4)=[CH:12][C:13]=3[CH:14]=[C:15]2[C:23]1=[O:24])[C:28]1[CH:33]=[CH:32][CH:31]=[CH:30][CH:29]=1. The yield is 0.660. (3) The reactants are [C:1]([O:4][CH2:5][C:6]1[CH:11]=[C:10]([S:12][C:13]([CH3:16])([CH3:15])[CH3:14])[C:9]([O:17]CC2C=CC(OC)=CC=2)=[CH:8][N:7]=1)(=[O:3])[CH3:2].C([SiH](CC)CC)C.FC(F)(F)C(O)=O. The catalyst is ClCCl. The product is [C:1]([O:4][CH2:5][C:6]1[CH:11]=[C:10]([S:12][C:13]([CH3:16])([CH3:15])[CH3:14])[C:9]([OH:17])=[CH:8][N:7]=1)(=[O:3])[CH3:2]. The yield is 0.830. (4) The reactants are [C:1]([C:3]1[CH:7]=[C:6]([C:8](=[O:27])[CH:9]([C:13]2[CH:18]=[CH:17][C:16]([N:19]3[CH:24]=[CH:23][CH:22]=[CH:21][C:20]3=[O:25])=[CH:15][C:14]=2[F:26])C([O-])=O)[N:5]([C:28]2[CH:33]=[CH:32][C:31]([O:34][CH3:35])=[CH:30][CH:29]=2)[N:4]=1)#[N:2].CO.S(O)(O)(=O)=O.C(=O)([O-])O. The catalyst is C(OCC)(=O)C. The product is [F:26][C:14]1[CH:15]=[C:16]([N:19]2[CH:24]=[CH:23][CH:22]=[CH:21][C:20]2=[O:25])[CH:17]=[CH:18][C:13]=1[CH2:9][C:8]([C:6]1[N:5]([C:28]2[CH:29]=[CH:30][C:31]([O:34][CH3:35])=[CH:32][CH:33]=2)[N:4]=[C:3]([C:1]#[N:2])[CH:7]=1)=[O:27]. The yield is 0.850. (5) The reactants are C([O:3][CH:4](OCC)[C:5]1[CH:10]=[CH:9][C:8]([CH:11]2[C:16]3=[N:17][NH:18][C:19](=[O:24])[C:20]4[CH:21]=[CH:22][CH:23]=[C:14]([C:15]=43)[NH:13][CH:12]2[C:25]2[CH:30]=[CH:29][CH:28]=[CH:27][CH:26]=2)=[CH:7][CH:6]=1)C.C(=O)([O-])[O-].[K+].[K+]. The catalyst is Cl. The product is [O:24]=[C:19]1[C:20]2[CH:21]=[CH:22][CH:23]=[C:14]3[NH:13][CH:12]([C:25]4[CH:26]=[CH:27][CH:28]=[CH:29][CH:30]=4)[CH:11]([C:8]4[CH:9]=[CH:10][C:5]([CH:4]=[O:3])=[CH:6][CH:7]=4)[C:16]([C:15]=23)=[N:17][NH:18]1. The yield is 0.690.